Task: Predict the reactants needed to synthesize the given product.. Dataset: Full USPTO retrosynthesis dataset with 1.9M reactions from patents (1976-2016) (1) Given the product [N:21]1[CH:22]=[CH:23][CH:24]=[CH:25][C:26]=1[CH2:14][N:15]=[N+:16]=[N-:17], predict the reactants needed to synthesize it. The reactants are: C1(=O)N(OC(=O)C2C=C([CH2:14][N:15]=[N+:16]=[N-:17])C=NC=2)C(=O)CC1.[NH2:21][CH2:22][CH2:23][CH2:24][CH2:25][C:26](O)=O. (2) Given the product [CH3:13][C@H:12]1[N:33]([CH2:32][C:31]([F:35])([F:34])[F:30])[C:22](=[O:24])[C@@H:9]([NH:8][C:6](=[O:7])[O:5][CH2:1][CH2:4][CH2:26][CH3:27])[CH2:10][C@H:11]1[C:15]1[CH:20]=[CH:19][CH:18]=[CH:17][C:16]=1[CH3:21], predict the reactants needed to synthesize it. The reactants are: [C:1]([O:5][C:6]([NH:8][C@H:9]([C:22]([O:24]C)=O)[CH2:10][CH:11]([C:15]1[CH:20]=[CH:19][CH:18]=[CH:17][C:16]=1[CH3:21])[C:12](=O)[CH3:13])=[O:7])([CH3:4])(C)C.[C:26](O)(=O)[CH3:27].[F:30][C:31]([F:35])([F:34])[CH2:32][NH2:33].C(O[BH-](OC(=O)C)OC(=O)C)(=O)C.[Na+].C(=O)([O-])[O-].[K+].[K+]. (3) The reactants are: N(C(OC(C)(C)C)=O)=NC(OC(C)(C)C)=O.[CH2:17]([O:19][C:20]([N:22]1[CH2:27][CH2:26][C:25]2[N:28]=[C:29]([CH2:31][OH:32])[O:30][C:24]=2[CH2:23]1)=[O:21])[CH3:18].[C:33]1(O)[CH:38]=[CH:37][CH:36]=[CH:35][CH:34]=1.C1(P(C2C=CC=CC=2)C2C=CC=CC=2)C=CC=CC=1. Given the product [CH2:17]([O:19][C:20]([N:22]1[CH2:27][CH2:26][C:25]2[N:28]=[C:29]([CH2:31][O:32][C:33]3[CH:38]=[CH:37][CH:36]=[CH:35][CH:34]=3)[O:30][C:24]=2[CH2:23]1)=[O:21])[CH3:18], predict the reactants needed to synthesize it. (4) Given the product [C:4]([C@@H:6]1[O:11][CH2:10][CH2:9][N:8]([C:12]([O:14][C:15]([CH3:16])([CH3:17])[CH3:18])=[O:13])[CH2:7]1)(=[O:5])[CH2:23][CH2:22][CH:21]=[CH2:20], predict the reactants needed to synthesize it. The reactants are: CON(C)[C:4]([C@@H:6]1[O:11][CH2:10][CH2:9][N:8]([C:12]([O:14][C:15]([CH3:18])([CH3:17])[CH3:16])=[O:13])[CH2:7]1)=[O:5].[CH2:20]([Mg]Br)[CH2:21][CH2:22][CH:23]=C.[NH4+].[Cl-]. (5) Given the product [Br:4][C:5]1[CH:6]=[C:7]([S:11]([C:14]2[CH:15]=[C:16]([C:22]#[N:23])[S:17][C:18]=2[S:2][CH3:1])(=[O:13])=[O:12])[CH:8]=[CH:9][CH:10]=1, predict the reactants needed to synthesize it. The reactants are: [CH3:1][S-:2].[Na+].[Br:4][C:5]1[CH:6]=[C:7]([S:11]([C:14]2[CH:15]=[C:16]([C:22]#[N:23])[S:17][C:18]=2[N+]([O-])=O)(=[O:13])=[O:12])[CH:8]=[CH:9][CH:10]=1.C(O)(=O)C. (6) Given the product [CH3:5][C:6]1[C:10]([C:11]2[CH:20]=[C:19]3[C:14]([C:15]([OH:21])=[C:16]([N+:1]([O-:4])=[O:2])[CH:17]=[N:18]3)=[CH:13][C:12]=2[O:22][CH3:23])=[C:9]([CH3:24])[O:8][N:7]=1, predict the reactants needed to synthesize it. The reactants are: [N+:1]([O-:4])(O)=[O:2].[CH3:5][C:6]1[C:10]([C:11]2[CH:20]=[C:19]3[C:14]([C:15](=[O:21])[CH:16]=[CH:17][NH:18]3)=[CH:13][C:12]=2[O:22][CH3:23])=[C:9]([CH3:24])[O:8][N:7]=1. (7) The reactants are: [NH2:1][C:2]1[CH:10]=[CH:9][C:5]([C:6]([OH:8])=O)=[CH:4][CH:3]=1.[NH:11]1[CH2:16][CH2:15][CH2:14][C@@H:13]2[C:17]3[CH:18]=[CH:19][CH:20]=[CH:21][C:22]=3[CH2:23][C@H:12]12.F[P-](F)(F)(F)(F)F.N1(OC(N(C)C)=[N+](C)C)C2N=CC=CC=2N=N1. Given the product [NH2:1][C:2]1[CH:3]=[CH:4][C:5]([C:6]([N:11]2[CH2:16][CH2:15][CH2:14][C@@H:13]3[C:17]4[CH:18]=[CH:19][CH:20]=[CH:21][C:22]=4[CH2:23][C@H:12]23)=[O:8])=[CH:9][CH:10]=1, predict the reactants needed to synthesize it.